Dataset: Forward reaction prediction with 1.9M reactions from USPTO patents (1976-2016). Task: Predict the product of the given reaction. (1) Given the reactants N[C:2]1[NH:10][C:9]2[N:8]=[CH:7][N:6]([CH2:11][C:12]3[CH:17]=[CH:16][CH:15]=[CH:14][CH:13]=3)[C:5]=2[C:4](=[O:18])[N:3]=1.N([O-])=[O:20].[Na+], predict the reaction product. The product is: [CH2:11]([N:6]1[C:5]2[C:4](=[O:18])[NH:3][C:2](=[O:20])[NH:10][C:9]=2[N:8]=[CH:7]1)[C:12]1[CH:17]=[CH:16][CH:15]=[CH:14][CH:13]=1. (2) Given the reactants [N:1]([CH2:4][C:5]1[CH:10]=[CH:9][CH:8]=[CH:7][CH:6]=1)=[N+:2]=[N-:3].[O:11]=[C:12]1[O:18][C@H:17]([C@H:19]([CH2:21]O)O)[C:15]([O-])=[C:13]1O.[Na+].Cl.[Na+].[Cl-].[CH3:27][C:28](O)(C)C, predict the reaction product. The product is: [CH2:12]([OH:11])[CH2:4][CH2:5][CH2:10][CH2:9][CH2:8][C:7]#[CH:6].[CH2:4]([N:1]1[CH:28]=[C:27]([CH2:21][CH2:19][CH2:17][CH2:15][CH2:13][CH2:12][OH:18])[N:3]=[N:2]1)[C:5]1[CH:10]=[CH:9][CH:8]=[CH:7][CH:6]=1. (3) Given the reactants C(OC([NH:8][C@@H:9]1[C:23](=[O:24])[N:22]2[CH2:25][C@H:26]([O:28][C:29]3[N:30]=[C:31]4[C:36](=[C:37]5[C:42]=3[CH:41]=[CH:40][CH:39]=[CH:38]5)[CH:35]=[CH:34][C:33]([F:43])=[CH:32]4)[CH2:27][C@H:21]2[C:20](=[O:44])[NH:19][C@:18]2([C:46]([O:48][CH2:49][CH3:50])=[O:47])[CH2:45][C@H:17]2[CH:16]=[CH:15][CH2:14][CH2:13][CH2:12][CH2:11][CH2:10]1)=O)(C)(C)C.[ClH:51], predict the reaction product. The product is: [ClH:51].[NH2:8][C@@H:9]1[C:23](=[O:24])[N:22]2[CH2:25][C@H:26]([O:28][C:29]3[N:30]=[C:31]4[C:36](=[C:37]5[C:42]=3[CH:41]=[CH:40][CH:39]=[CH:38]5)[CH:35]=[CH:34][C:33]([F:43])=[CH:32]4)[CH2:27][C@H:21]2[C:20](=[O:44])[NH:19][C@:18]2([C:46]([O:48][CH2:49][CH3:50])=[O:47])[CH2:45][C@H:17]2[CH:16]=[CH:15][CH2:14][CH2:13][CH2:12][CH2:11][CH2:10]1. (4) Given the reactants CN([CH:4]=[O:5])C.P(Cl)(Cl)(Cl)=O.[N:11]1([C:17]2[CH:18]=[C:19]([OH:23])[CH:20]=[CH:21][CH:22]=2)[CH2:16][CH2:15][O:14][CH2:13][CH2:12]1.C([O-])(=O)C.[Na+], predict the reaction product. The product is: [OH:23][C:19]1[CH:18]=[C:17]([N:11]2[CH2:12][CH2:13][O:14][CH2:15][CH2:16]2)[CH:22]=[CH:21][C:20]=1[CH:4]=[O:5]. (5) Given the reactants [Cl:1][C:2]1[CH:3]=[C:4]([CH:8]([NH:11][C:12]([CH:14]2[CH2:19][CH2:18][N:17]([C:20]3[C:25]([Cl:26])=[CH:24][N:23]=[C:22](Cl)[N:21]=3)[CH2:16][CH2:15]2)=[O:13])[CH2:9][OH:10])[CH:5]=[CH:6][CH:7]=1, predict the reaction product. The product is: [Cl:1][C:2]1[CH:3]=[C:4]([CH:8]([NH:11][C:12]([CH:14]2[CH2:15][CH2:16][N:17]([C:20]3[C:25]([Cl:26])=[CH:24][N:23]=[C:22]([NH:11][CH:8]([CH3:9])[CH3:4])[N:21]=3)[CH2:18][CH2:19]2)=[O:13])[CH2:9][OH:10])[CH:5]=[CH:6][CH:7]=1. (6) Given the reactants [F:1][C:2]1[CH:9]=[CH:8][CH:7]=[C:6](F)[C:3]=1[C:4]#[N:5].[CH3:11][NH2:12], predict the reaction product. The product is: [F:1][C:2]1[CH:9]=[CH:8][CH:7]=[C:6]([NH:12][CH3:11])[C:3]=1[C:4]#[N:5]. (7) Given the reactants [Cl:1][C:2]1[CH:7]=[CH:6][C:5]([CH2:8][C:9]2[C:18]3[C:13](=[CH:14][CH:15]=[CH:16][CH:17]=3)[C:12](=[O:19])[N:11]([CH2:20][C@H:21]3[CH2:25][CH2:24][CH2:23][N:22]3[CH2:26][CH2:27][CH2:28][CH2:29][C:30]3[CH:35]=[CH:34][C:33]([OH:36])=[CH:32][CH:31]=3)[N:10]=2)=[CH:4][CH:3]=1.Br[CH2:38][CH2:39][CH2:40][Cl:41].C(=O)([O-])[O-].[K+].[K+], predict the reaction product. The product is: [Cl:1][C:2]1[CH:7]=[CH:6][C:5]([CH2:8][C:9]2[C:18]3[C:13](=[CH:14][CH:15]=[CH:16][CH:17]=3)[C:12](=[O:19])[N:11]([CH2:20][C@H:21]3[CH2:25][CH2:24][CH2:23][N:22]3[CH2:26][CH2:27][CH2:28][CH2:29][C:30]3[CH:31]=[CH:32][C:33]([O:36][CH2:38][CH2:39][CH2:40][Cl:41])=[CH:34][CH:35]=3)[N:10]=2)=[CH:4][CH:3]=1. (8) Given the reactants [CH2:1]([O:5][C:6]1[N:14]=[C:13]2[C:9]([N:10]=[C:11]([O:24][CH3:25])[N:12]2[CH2:15][CH2:16][CH2:17][CH:18]2CC[CH2:21][CH2:20][NH:19]2)=[C:8]([NH2:26])[N:7]=1)[CH2:2][CH2:3][CH3:4].NC1N=C(OCCCC)N=C2C=1N=C(OC)N2CC1CCN(C(OCC2C=CC=CC=2)=O)CC1, predict the reaction product. The product is: [CH2:1]([O:5][C:6]1[N:14]=[C:13]2[C:9]([N:10]=[C:11]([O:24][CH3:25])[N:12]2[CH2:15][CH:16]2[CH2:17][CH2:18][NH:19][CH2:20][CH2:21]2)=[C:8]([NH2:26])[N:7]=1)[CH2:2][CH2:3][CH3:4]. (9) Given the reactants [OH:1][C:2]1[CH:7]=[CH:6][N:5]=[C:4]([C:8]([OH:10])=O)[CH:3]=1.[C:11]([NH2:15])([CH3:14])([CH3:13])[CH3:12].[ClH:16].C(N=C=NCCCN(C)C)C.[OH:28][N:29]1[C:33]2[CH:34]=[CH:35][CH:36]=[CH:37][C:32]=2N=N1.CN(C)C=[O:41], predict the reaction product. The product is: [C:11]([NH:15][C:8]([C:4]1[CH:3]=[C:2]([O:1][C:36]2[CH:35]=[CH:34][C:33]([N+:29]([O-:41])=[O:28])=[CH:32][C:37]=2[Cl:16])[CH:7]=[CH:6][N:5]=1)=[O:10])([CH3:14])([CH3:13])[CH3:12].